Dataset: Catalyst prediction with 721,799 reactions and 888 catalyst types from USPTO. Task: Predict which catalyst facilitates the given reaction. (1) Reactant: [Cl:1][CH2:2][CH2:3][OH:4].C([N-]C(C)C)(C)C.[Li+].[Br:13][C:14]1[CH:19]=[C:18](F)[C:17]([N+:21]([O-:23])=[O:22])=[CH:16][C:15]=1[C:24]([F:27])([F:26])[F:25].O. Product: [Br:13][C:14]1[CH:19]=[C:18]([O:4][CH2:3][CH2:2][Cl:1])[C:17]([N+:21]([O-:23])=[O:22])=[CH:16][C:15]=1[C:24]([F:25])([F:26])[F:27]. The catalyst class is: 1. (2) Reactant: O.[NH2:2][NH2:3].[Br:4][C:5]1[CH:6]=[C:7]([C:12]2[CH:17]=[CH:16][CH:15]=[CH:14][CH:13]=2)[C:8](F)=[N:9][CH:10]=1. Product: [Br:4][C:5]1[CH:6]=[C:7]([C:12]2[CH:17]=[CH:16][CH:15]=[CH:14][CH:13]=2)[C:8]([NH:2][NH2:3])=[N:9][CH:10]=1. The catalyst class is: 32. (3) Reactant: [CH:1]1([C:4]2[CH:5]=[C:6]3[C:11](=[CH:12][CH:13]=2)[CH:10]=[N:9][CH:8]=[CH:7]3)[CH2:3][CH2:2]1.[In].[NH4+].[Cl-]. Product: [CH:1]1([C:4]2[CH:5]=[C:6]3[C:11](=[CH:12][CH:13]=2)[CH2:10][NH:9][CH2:8][CH2:7]3)[CH2:3][CH2:2]1. The catalyst class is: 14.